From a dataset of Peptide-MHC class I binding affinity with 185,985 pairs from IEDB/IMGT. Regression. Given a peptide amino acid sequence and an MHC pseudo amino acid sequence, predict their binding affinity value. This is MHC class I binding data. (1) The peptide sequence is IMDNSAKYV. The MHC is HLA-B18:01 with pseudo-sequence HLA-B18:01. The binding affinity (normalized) is 0.238. (2) The peptide sequence is TITDQVPFSV. The MHC is HLA-A02:01 with pseudo-sequence HLA-A02:01. The binding affinity (normalized) is 0.294.